From a dataset of Full USPTO retrosynthesis dataset with 1.9M reactions from patents (1976-2016). Predict the reactants needed to synthesize the given product. (1) Given the product [OH:8][CH:9]1[CH2:12][N:11]([C:13]2[CH:18]=[CH:17][C:16]([N:19]3[CH2:23][C@H:22]([CH2:24][O:25][C:26]4[CH:30]=[CH:29][O:28][N:27]=4)[O:21][C:20]3=[O:31])=[CH:15][C:14]=2[F:32])[CH2:10]1, predict the reactants needed to synthesize it. The reactants are: [Si]([O:8][CH:9]1[CH2:12][N:11]([C:13]2[CH:18]=[CH:17][C:16]([N:19]3[CH2:23][C@H:22]([CH2:24][O:25][C:26]4[CH:30]=[CH:29][O:28][N:27]=4)[O:21][C:20]3=[O:31])=[CH:15][C:14]=2[F:32])[CH2:10]1)(C(C)(C)C)(C)C.[F-].C([N+](CCCC)(CCCC)CCCC)CCC.O. (2) Given the product [CH2:29]([O:33][C:34]([C:11]1[C:2]([Cl:1])=[CH:3][N:4]=[C:5]2[C:10]=1[N:9]=[C:8]([O:20][CH3:21])[CH:7]=[CH:6]2)=[CH2:35])[CH2:30][CH2:31][CH3:32], predict the reactants needed to synthesize it. The reactants are: [Cl:1][C:2]1[CH:3]=[N:4][C:5]2[C:10]([C:11]=1OS(C(F)(F)F)(=O)=O)=[N:9][C:8]([O:20][CH3:21])=[CH:7][CH:6]=2.C(N(CC)CC)C.[CH2:29]([O:33][CH:34]=[CH2:35])[CH2:30][CH2:31][CH3:32].C1(P(C2C=CC=CC=2)CCCP(C2C=CC=CC=2)C2C=CC=CC=2)C=CC=CC=1. (3) The reactants are: [CH3:1][O:2][C:3]([CH:5]1[CH2:9][CH:8]([CH2:10][O:11][CH3:12])[CH2:7][N:6]1[C:13]([O:15][C:16]([CH3:19])([CH3:18])[CH3:17])=[O:14])=[O:4].[Li+].[OH-].Cl.BrC[C:25]([C:27]1[CH:32]=[CH:31][C:30]([Br:33])=[CH:29][CH:28]=1)=[O:26].C(N(CC)CC)C. Given the product [C:16]([O:15][C:13]([N:6]1[CH2:7][CH:8]([CH2:10][O:11][CH3:12])[CH2:9][CH:5]1[C:3]([O:2][CH2:1][C:25]([C:27]1[CH:32]=[CH:31][C:30]([Br:33])=[CH:29][CH:28]=1)=[O:26])=[O:4])=[O:14])([CH3:19])([CH3:18])[CH3:17], predict the reactants needed to synthesize it. (4) Given the product [O:49]=[C:40]1[C:41]2[C:46](=[CH:45][CH:44]=[CH:43][CH:42]=2)[C:47](=[O:48])[N:39]1[C:34]1[CH:33]=[C:32]([CH2:31][N:6]2[C:5]([C:22]([C:45]3[CH:44]=[C:43]([CH:42]=[C:41]([CH3:40])[CH:46]=3)[C:53]#[N:51])=[O:25])=[C:4]([CH:1]([CH3:2])[CH3:3])[C:9](=[O:10])[NH:8][C:7]2=[O:11])[CH:37]=[C:36]([CH3:38])[N:35]=1, predict the reactants needed to synthesize it. The reactants are: [CH:1]([C:4]1[C:9](=[O:10])[NH:8][C:7](=[O:11])[NH:6][C:5]=1OC1C=C(C=C(C)C=1)C#N)([CH3:3])[CH3:2].[C:22](=[O:25])([O-])[O-].[K+].[K+].[I-].[Li+].Cl[CH2:31][C:32]1[CH:37]=[C:36]([CH3:38])[N:35]=[C:34]([N:39]2[C:47](=[O:48])[C:46]3[C:41](=[CH:42][CH:43]=[CH:44][CH:45]=3)[C:40]2=[O:49])[CH:33]=1.C[N:51]([CH:53]=O)C. (5) The reactants are: [I:1][C:2]1[CH:13]=[CH:12][C:5]([CH2:6][C@@H:7]([C:9]([NH2:11])=O)[NH2:8])=[CH:4][CH:3]=1.[C:14]([O:18][C:19]([N:21]1[CH2:26][CH2:25][CH2:24][CH2:23][C@H:22]1[C:27](O)=[O:28])=[O:20])([CH3:17])([CH3:16])[CH3:15].C(N(C(C)C)CC)(C)C.F[B-](F)(F)F.N1(OC(N(C)C)=[N+](C)C)C2C=CC=CC=2N=N1. Given the product [C:9]([C@@H:7]([NH:8][C:27]([C@@H:22]1[CH2:23][CH2:24][CH2:25][CH2:26][N:21]1[C:19]([O:18][C:14]([CH3:17])([CH3:16])[CH3:15])=[O:20])=[O:28])[CH2:6][C:5]1[CH:12]=[CH:13][C:2]([I:1])=[CH:3][CH:4]=1)#[N:11], predict the reactants needed to synthesize it. (6) Given the product [CH2:1]([O:3][CH2:4][C:5]1[N:6]([CH2:18][CH2:19][C:20]([N:25]2[CH2:30][CH2:29][O:28][CH2:27][CH2:26]2)=[O:21])[C:7]2[C:16]3[CH:15]=[CH:14][CH:13]=[CH:12][C:11]=3[N:10]=[CH:9][C:8]=2[N:17]=1)[CH3:2], predict the reactants needed to synthesize it. The reactants are: [CH2:1]([O:3][CH2:4][C:5]1[N:6]([CH2:18][CH2:19][C:20](OCC)=[O:21])[C:7]2[C:16]3[CH:15]=[CH:14][CH:13]=[CH:12][C:11]=3[N:10]=[CH:9][C:8]=2[N:17]=1)[CH3:2].[NH:25]1[CH2:30][CH2:29][O:28][CH2:27][CH2:26]1. (7) The reactants are: [NH2:1][C:2]1[CH:9]=[CH:8][CH:7]=[C:6](C)[C:3]=1[C:4]#[N:5].[C:11]([N:19]=[C:20]=[S:21])(=[O:18])[C:12]1[CH:17]=[CH:16][CH:15]=[CH:14][CH:13]=1. Given the product [C:4]([C:3]1[CH:6]=[CH:7][CH:8]=[CH:9][C:2]=1[NH:1][C:20]([NH:19][C:11](=[O:18])[C:12]1[CH:13]=[CH:14][CH:15]=[CH:16][CH:17]=1)=[S:21])#[N:5], predict the reactants needed to synthesize it.